This data is from Full USPTO retrosynthesis dataset with 1.9M reactions from patents (1976-2016). The task is: Predict the reactants needed to synthesize the given product. (1) The reactants are: [C:1]([O:5][C:6]([N:8]1[CH2:13][CH2:12][CH:11]([NH2:14])[CH2:10][CH2:9]1)=[O:7])([CH3:4])([CH3:3])[CH3:2].Cl[C:16]1[CH:21]=[CH:20][C:19]([N+:22]([O-:24])=[O:23])=[CH:18][N:17]=1.C(N(CC)CC)C.Cl. Given the product [C:1]([O:5][C:6]([N:8]1[CH2:13][CH2:12][CH:11]([NH:14][C:16]2[CH:21]=[CH:20][C:19]([N+:22]([O-:24])=[O:23])=[CH:18][N:17]=2)[CH2:10][CH2:9]1)=[O:7])([CH3:4])([CH3:2])[CH3:3], predict the reactants needed to synthesize it. (2) Given the product [CH3:1][N:2]1[C:7]2=[N:8][C:9]([NH:12][C:13]3[CH:14]=[CH:15][C:16]([N:19]4[CH2:20][CH2:21][N:22]([CH3:25])[CH2:23][CH2:24]4)=[CH:17][CH:18]=3)=[N:10][CH:11]=[C:6]2[CH:5]=[N:4][C:3]1=[O:26], predict the reactants needed to synthesize it. The reactants are: [CH3:1][N:2]1[C:7]2=[N:8][C:9]([NH:12][C:13]3[CH:18]=[CH:17][C:16]([N:19]4[CH2:24][CH2:23][N:22]([CH3:25])[CH2:21][CH2:20]4)=[CH:15][CH:14]=3)=[N:10][CH:11]=[C:6]2[CH2:5][NH:4][C:3]1=[O:26].FC(F)(F)C(O)=O.CC(C)([O-])C.[K+].